This data is from Buchwald-Hartwig C-N cross coupling reaction yields with 55,370 reactions. The task is: Predict the reaction yield, written as a fraction of the theoretical maximum amount of product (1.0 means a 100% yield; for example, 0.34 means a 34% yield). (1) The reactants are Ic1cccnc1.Cc1ccc(N)cc1.O=S(=O)(O[Pd]1c2ccccc2-c2ccccc2N~1)C(F)(F)F.CC(C)c1cc(C(C)C)c(-c2ccccc2P(C2CCCCC2)C2CCCCC2)c(C(C)C)c1.CN1CCCN2CCCN=C12.Cc1cc(-c2ccccc2)on1. No catalyst specified. The product is Cc1ccc(Nc2cccnc2)cc1. The yield is 0.431. (2) The reactants are Clc1cccnc1.Cc1ccc(N)cc1.O=S(=O)(O[Pd]1c2ccccc2-c2ccccc2N~1)C(F)(F)F.COc1ccc(OC)c(P(C(C)(C)C)C(C)(C)C)c1-c1c(C(C)C)cc(C(C)C)cc1C(C)C.CN1CCCN2CCCN=C12.CCOC(=O)c1cc(OC)no1. No catalyst specified. The product is Cc1ccc(Nc2cccnc2)cc1. The yield is 0.0235. (3) The reactants are CCc1ccc(Cl)cc1.Cc1ccc(N)cc1.O=S(=O)(O[Pd]1c2ccccc2-c2ccccc2N~1)C(F)(F)F.COc1ccc(OC)c(P([C@]23C[C@H]4C[C@H](C[C@H](C4)C2)C3)[C@]23C[C@H]4C[C@H](C[C@H](C4)C2)C3)c1-c1c(C(C)C)cc(C(C)C)cc1C(C)C.CCN=P(N=P(N(C)C)(N(C)C)N(C)C)(N(C)C)N(C)C.CCOC(=O)c1ccon1. No catalyst specified. The product is CCc1ccc(Nc2ccc(C)cc2)cc1. The yield is 0. (4) The reactants are COc1ccc(Br)cc1.Cc1ccc(N)cc1.O=S(=O)(O[Pd]1c2ccccc2-c2ccccc2N~1)C(F)(F)F.CC(C)c1cc(C(C)C)c(-c2ccccc2P(C(C)(C)C)C(C)(C)C)c(C(C)C)c1.CN1CCCN2CCCN=C12.c1ccc2nocc2c1. No catalyst specified. The product is COc1ccc(Nc2ccc(C)cc2)cc1. The yield is 0.139. (5) The reactants are FC(F)(F)c1ccc(Br)cc1.Cc1ccc(N)cc1.O=S(=O)(O[Pd]1c2ccccc2-c2ccccc2N~1)C(F)(F)F.CC(C)c1cc(C(C)C)c(-c2ccccc2P(C(C)(C)C)C(C)(C)C)c(C(C)C)c1.CCN=P(N=P(N(C)C)(N(C)C)N(C)C)(N(C)C)N(C)C.Cc1cc(-c2ccccc2)on1. No catalyst specified. The product is Cc1ccc(Nc2ccc(C(F)(F)F)cc2)cc1. The yield is 0.339. (6) The reactants are CCc1ccc(I)cc1.Cc1ccc(N)cc1.O=S(=O)(O[Pd]1c2ccccc2-c2ccccc2N~1)C(F)(F)F.CC(C)c1cc(C(C)C)c(-c2ccccc2P(C2CCCCC2)C2CCCCC2)c(C(C)C)c1.CN(C)C(=NC(C)(C)C)N(C)C.COC(=O)c1cc(-c2ccco2)on1. No catalyst specified. The product is CCc1ccc(Nc2ccc(C)cc2)cc1. The yield is 0.205. (7) The reactants are Clc1cccnc1.Cc1ccc(N)cc1.O=S(=O)(O[Pd]1c2ccccc2-c2ccccc2N~1)C(F)(F)F.CC(C)c1cc(C(C)C)c(-c2ccccc2P(C2CCCCC2)C2CCCCC2)c(C(C)C)c1.CCN=P(N=P(N(C)C)(N(C)C)N(C)C)(N(C)C)N(C)C.CCOC(=O)c1ccon1. No catalyst specified. The product is Cc1ccc(Nc2cccnc2)cc1. The yield is 0.